From a dataset of Forward reaction prediction with 1.9M reactions from USPTO patents (1976-2016). Predict the product of the given reaction. (1) The product is: [C:1]([CH2:3][C:4]1[C:8]2[CH:9]=[N:10][C:11]([NH:13][C:14]([NH:16][C@@H:17]([C:19]3[CH:20]=[CH:21][CH:22]=[CH:23][CH:24]=3)[CH3:18])=[O:15])=[CH:12][C:7]=2[NH:6][N:5]=1)#[N:2]. Given the reactants [C:1]([CH2:3][C:4]1[C:8]2[CH:9]=[N:10][C:11]([NH:13][C:14]([NH:16][C@@H:17]([C:19]3[CH:24]=[CH:23][CH:22]=[CH:21][CH:20]=3)[CH3:18])=[O:15])=[CH:12][C:7]=2[N:6](C(C2C=CC=CC=2)(C2C=CC=CC=2)C2C=CC=CC=2)[N:5]=1)#[N:2].C(O)(C(F)(F)F)=O, predict the reaction product. (2) The product is: [CH3:16][CH:10]([CH2:9][C:7]1[CH:6]=[CH:5][CH:4]=[C:3]([C:1]2[S:20][C:19]3[CH:21]=[CH:22][CH:23]=[CH:24][C:18]=3[C:17](=[O:25])[N:2]=2)[N:8]=1)[C:11]([O:13][CH2:14][CH3:15])=[O:12]. Given the reactants [C:1]([C:3]1[N:8]=[C:7]([CH2:9][CH:10]([CH3:16])[C:11]([O:13][CH2:14][CH3:15])=[O:12])[CH:6]=[CH:5][CH:4]=1)#[N:2].[C:17](OC)(=[O:25])[C:18]1[C:19](=[CH:21][CH:22]=[CH:23][CH:24]=1)[SH:20].C(N(CC)CC)C, predict the reaction product. (3) Given the reactants Cl[C:2]1[N:3]=[C:4]([N:12]2[CH2:17][CH2:16][O:15][CH2:14][CH2:13]2)[C:5]2[S:10][CH:9]=[C:8]([CH3:11])[C:6]=2[N:7]=1.CC1(C)C(C)(C)OB([C:26]2[CH:27]=[N:28][C:29]([NH2:32])=[N:30][CH:31]=2)O1, predict the reaction product. The product is: [CH3:11][C:8]1[C:6]2[N:7]=[C:2]([C:26]3[CH:27]=[N:28][C:29]([NH2:32])=[N:30][CH:31]=3)[N:3]=[C:4]([N:12]3[CH2:17][CH2:16][O:15][CH2:14][CH2:13]3)[C:5]=2[S:10][CH:9]=1. (4) The product is: [NH2:3][CH2:12][CH2:13][N:14]1[C:22]2[N:21]=[C:20]([C:23]3[CH:24]=[N:25][N:26]([CH2:28][CH:29]4[CH2:33][C:32](=[O:34])[N:31]([C:35]5[CH:40]=[CH:39][CH:38]=[C:37]([C:41]([F:44])([F:43])[F:42])[CH:36]=5)[CH2:30]4)[CH:27]=3)[NH:19][C:18]=2[C:17](=[O:45])[N:16]([CH2:46][CH2:47][CH3:48])[C:15]1=[O:49]. Given the reactants O=C1C2C(=CC=CC=2)C(=O)[N:3]1[CH2:12][CH2:13][N:14]1[C:22]2[N:21]=[C:20]([C:23]3[CH:24]=[N:25][N:26]([CH2:28][CH:29]4[CH2:33][C:32](=[O:34])[N:31]([C:35]5[CH:40]=[CH:39][CH:38]=[C:37]([C:41]([F:44])([F:43])[F:42])[CH:36]=5)[CH2:30]4)[CH:27]=3)[NH:19][C:18]=2[C:17](=[O:45])[N:16]([CH2:46][CH2:47][CH3:48])[C:15]1=[O:49], predict the reaction product. (5) The product is: [F:20][C:2]([F:1])([F:19])[C:3]([C:5]1[CH:10]=[CH:9][CH:8]=[CH:7][C:6]=1[NH:11][C:12]([C:14]1[O:15][CH:16]=[CH:17][CH:18]=1)=[O:13])=[O:4]. Given the reactants [F:1][C:2]([F:20])([F:19])[CH:3]([C:5]1[CH:10]=[CH:9][CH:8]=[CH:7][C:6]=1[NH:11][C:12]([C:14]1[O:15][CH:16]=[CH:17][CH:18]=1)=[O:13])[OH:4].CC(OI1(OC(C)=O)(OC(C)=O)OC(=O)C2C1=CC=CC=2)=O.C([O-])(O)=O.[Na+].S([O-])([O-])(=O)=S.[Na+].[Na+], predict the reaction product. (6) Given the reactants [ClH:1].N1C=CC=NC=1C(N)CC.[F:12][C:13]([F:31])([F:30])[C:14]1[N:19]=[CH:18][C:17]([C@@H:20]([NH:23][S@](C(C)(C)C)=O)[CH2:21][CH3:22])=[CH:16][N:15]=1, predict the reaction product. The product is: [ClH:1].[F:31][C:13]([F:12])([F:30])[C:14]1[N:15]=[CH:16][C:17]([CH:20]([NH2:23])[CH2:21][CH3:22])=[CH:18][N:19]=1.